From a dataset of Peptide-MHC class I binding affinity with 185,985 pairs from IEDB/IMGT. Regression. Given a peptide amino acid sequence and an MHC pseudo amino acid sequence, predict their binding affinity value. This is MHC class I binding data. (1) The peptide sequence is ITDNGPMPY. The MHC is HLA-A68:01 with pseudo-sequence HLA-A68:01. The binding affinity (normalized) is 0.278. (2) The peptide sequence is KYQLKHIVW. The MHC is HLA-A30:02 with pseudo-sequence HLA-A30:02. The binding affinity (normalized) is 0.152. (3) The peptide sequence is KLFKRERDA. The MHC is HLA-A02:03 with pseudo-sequence HLA-A02:03. The binding affinity (normalized) is 0.363. (4) The peptide sequence is TFMYVFSTF. The MHC is HLA-A69:01 with pseudo-sequence HLA-A69:01. The binding affinity (normalized) is 0.0847. (5) The binding affinity (normalized) is 0.525. The peptide sequence is YVVVHGYFT. The MHC is HLA-A02:06 with pseudo-sequence HLA-A02:06. (6) The MHC is HLA-B53:01 with pseudo-sequence HLA-B53:01. The peptide sequence is TPVSMTYLY. The binding affinity (normalized) is 1.00. (7) The MHC is Patr-A0901 with pseudo-sequence Patr-A0901. The binding affinity (normalized) is 0.936. The peptide sequence is AYISSEATSPV. (8) The peptide sequence is YQKKNASVY. The MHC is HLA-B58:01 with pseudo-sequence HLA-B58:01. The binding affinity (normalized) is 0.0847. (9) The peptide sequence is HAETESATL. The MHC is HLA-B15:17 with pseudo-sequence HLA-B15:17. The binding affinity (normalized) is 0.0847.